Predict the reactants needed to synthesize the given product. From a dataset of Full USPTO retrosynthesis dataset with 1.9M reactions from patents (1976-2016). (1) Given the product [C:1]([O:5][C:6]([N:8]1[CH2:13][CH2:12][O:11][C@H:10]([CH:14]([C:15]2[CH:20]=[C:19]([F:21])[C:18]([O:22][CH2:23][C:24]3[CH:25]=[CH:26][CH:27]=[CH:28][CH:29]=3)=[CH:17][C:16]=2[F:30])[OH:31])[CH2:9]1)=[O:7])([CH3:4])([CH3:2])[CH3:3], predict the reactants needed to synthesize it. The reactants are: [C:1]([O:5][C:6]([N:8]1[CH2:13][CH2:12][O:11][C@H:10]([C:14](=[O:31])[C:15]2[CH:20]=[C:19]([F:21])[C:18]([O:22][CH2:23][C:24]3[CH:29]=[CH:28][CH:27]=[CH:26][CH:25]=3)=[CH:17][C:16]=2[F:30])[CH2:9]1)=[O:7])([CH3:4])([CH3:3])[CH3:2].[BH4-].[Na+].C(=O)(O)[O-].[Na+]. (2) Given the product [Cl:32][CH2:1][CH2:2][CH2:3][CH2:4][CH2:5][CH2:6][CH:7]=[CH:8][CH:9]=[CH:10][CH2:11][CH3:12], predict the reactants needed to synthesize it. The reactants are: [CH2:1](O)[CH2:2][CH2:3][CH2:4][CH2:5][CH2:6][CH:7]=[CH:8][CH:9]=[CH:10][CH2:11][CH3:12].C(N(CC)C(C)C)(C)C.CN(C)C=O.CS([Cl:32])(=O)=O. (3) Given the product [CH3:29][C:10]1([CH3:28])[CH2:9][NH:8][CH2:13][CH2:12][N:11]1[CH2:14][C:15]1[CH:16]=[C:17]([C:21]2[CH:26]=[CH:25][N:24]=[C:23]([NH:39][CH2:38][CH2:37][C:33]3[CH:34]=[CH:35][CH:36]=[C:31]([F:30])[CH:32]=3)[N:22]=2)[CH:18]=[CH:19][CH:20]=1, predict the reactants needed to synthesize it. The reactants are: C(OC([N:8]1[CH2:13][CH2:12][N:11]([CH2:14][C:15]2[CH:20]=[CH:19][CH:18]=[C:17]([C:21]3[CH:26]=[CH:25][N:24]=[C:23](Cl)[N:22]=3)[CH:16]=2)[C:10]([CH3:29])([CH3:28])[CH2:9]1)=O)(C)(C)C.[F:30][C:31]1[CH:32]=[C:33]([CH2:37][CH2:38][NH2:39])[CH:34]=[CH:35][CH:36]=1.